This data is from NCI-60 drug combinations with 297,098 pairs across 59 cell lines. The task is: Regression. Given two drug SMILES strings and cell line genomic features, predict the synergy score measuring deviation from expected non-interaction effect. (1) Drug 1: CCC1=CC2CC(C3=C(CN(C2)C1)C4=CC=CC=C4N3)(C5=C(C=C6C(=C5)C78CCN9C7C(C=CC9)(C(C(C8N6C)(C(=O)OC)O)OC(=O)C)CC)OC)C(=O)OC.C(C(C(=O)O)O)(C(=O)O)O. Drug 2: COC1=NC(=NC2=C1N=CN2C3C(C(C(O3)CO)O)O)N. Cell line: SNB-19. Synergy scores: CSS=40.3, Synergy_ZIP=4.12, Synergy_Bliss=4.77, Synergy_Loewe=-56.7, Synergy_HSA=-0.671. (2) Drug 1: CS(=O)(=O)C1=CC(=C(C=C1)C(=O)NC2=CC(=C(C=C2)Cl)C3=CC=CC=N3)Cl. Drug 2: C#CCC(CC1=CN=C2C(=N1)C(=NC(=N2)N)N)C3=CC=C(C=C3)C(=O)NC(CCC(=O)O)C(=O)O. Cell line: NCI-H522. Synergy scores: CSS=9.64, Synergy_ZIP=0.00236, Synergy_Bliss=3.31, Synergy_Loewe=2.25, Synergy_HSA=2.53. (3) Synergy scores: CSS=67.0, Synergy_ZIP=1.05, Synergy_Bliss=1.45, Synergy_Loewe=0.0193, Synergy_HSA=2.54. Cell line: ACHN. Drug 1: CC=C1C(=O)NC(C(=O)OC2CC(=O)NC(C(=O)NC(CSSCCC=C2)C(=O)N1)C(C)C)C(C)C. Drug 2: CC1=C(C(=O)C2=C(C1=O)N3CC4C(C3(C2COC(=O)N)OC)N4)N.